This data is from Cav3 T-type calcium channel HTS with 100,875 compounds. The task is: Binary Classification. Given a drug SMILES string, predict its activity (active/inactive) in a high-throughput screening assay against a specified biological target. The result is 0 (inactive). The molecule is o1c2nc(n(Cc3occc3)c(=O)c2c(=O)c2c1cccc2)C1CCCCC1.